Dataset: Full USPTO retrosynthesis dataset with 1.9M reactions from patents (1976-2016). Task: Predict the reactants needed to synthesize the given product. (1) Given the product [NH2:43][C@H:13]1[C@@H:12]([S:53]([CH2:59][CH2:57][OH:58])(=[O:55])=[O:52])[C@@H:17]([CH3:18])[CH2:16][C@@H:15]([C:19]2[CH:24]=[CH:23][N:22]=[CH:21][C:20]=2[NH:25][C:26](=[O:42])[C:27]2[CH:32]=[CH:31][C:30]([F:33])=[C:29]([C:34]3[C:35]([F:41])=[CH:36][CH:37]=[CH:38][C:39]=3[F:40])[N:28]=2)[CH2:14]1, predict the reactants needed to synthesize it. The reactants are: [Si](OCCS[C@H:12]1[C@@H:17]([CH3:18])[CH2:16][C@@H:15]([C:19]2[CH:24]=[CH:23][N:22]=[CH:21][C:20]=2[NH:25][C:26](=[O:42])[C:27]2[CH:32]=[CH:31][C:30]([F:33])=[C:29]([C:34]3[C:39]([F:40])=[CH:38][CH:37]=[CH:36][C:35]=3[F:41])[N:28]=2)[CH2:14][C@H:13]1[NH:43]C(=O)OC(C)(C)C)(C(C)(C)C)(C)C.O[O:52][S:53]([O-:55])=O.[K+].[C:57](O)([C:59](F)(F)F)=[O:58].C(Cl)Cl. (2) Given the product [C:18]([C:14]1[CH:13]=[C:12]2[C:17](=[CH:16][CH:15]=1)[N:8]([C:5]1[CH:6]=[CH:7][C:2]([F:1])=[CH:3][CH:4]=1)[CH:9]=[C:10]([C:25]([O:27][CH2:28][CH3:29])=[O:26])[C:11]2=[O:24])#[CH:19], predict the reactants needed to synthesize it. The reactants are: [F:1][C:2]1[CH:7]=[CH:6][C:5]([N:8]2[C:17]3[C:12](=[CH:13][C:14]([C:18]#[C:19][Si](C)(C)C)=[CH:15][CH:16]=3)[C:11](=[O:24])[C:10]([C:25]([O:27][CH2:28][CH3:29])=[O:26])=[CH:9]2)=[CH:4][CH:3]=1.CCCC[N+](CCCC)(CCCC)CCCC.[F-]. (3) Given the product [C:10]([O:9][C:7]([N:5]1[CH2:6][C:2]([F:1])([F:21])[CH2:3][C@H:4]1[CH2:14][CH:15]([CH3:20])[C:16]([OH:18])=[O:17])=[O:8])([CH3:13])([CH3:11])[CH3:12], predict the reactants needed to synthesize it. The reactants are: [F:1][C:2]1([F:21])[CH2:6][N:5]([C:7]([O:9][C:10]([CH3:13])([CH3:12])[CH3:11])=[O:8])[C@H:4]([CH2:14][CH:15]([CH3:20])[C:16]([O:18]C)=[O:17])[CH2:3]1.C(O)C.O[Li].O. (4) Given the product [CH2:1]([O:8][C:9]1[CH:10]=[C:11]([C:15]2[CH:16]=[C:17]3[C:22](=[N:23][CH:24]=2)[N:21]([C:25]([NH2:27])=[O:26])[CH2:20][CH2:19][CH2:18]3)[CH:12]=[N:13][CH:14]=1)[C:2]1[CH:7]=[CH:6][CH:5]=[CH:4][CH:3]=1, predict the reactants needed to synthesize it. The reactants are: [CH2:1]([O:8][C:9]1[CH:10]=[C:11]([C:15]2[CH:16]=[C:17]3[C:22](=[N:23][CH:24]=2)[N:21]([C:25]([NH:27]C(=O)C2C=CC=CC=2)=[O:26])[CH2:20][CH2:19][CH2:18]3)[CH:12]=[N:13][CH:14]=1)[C:2]1[CH:7]=[CH:6][CH:5]=[CH:4][CH:3]=1.C(=O)([O-])[O-].[K+].[K+]. (5) Given the product [CH3:1][C:2]1[N:3]([CH2:16][CH2:17][O:18][CH2:19][C:20]#[C:21][C:23]2[CH:28]=[CH:27][CH:26]=[CH:25][CH:24]=2)[C:4]2[C:13]3[CH2:12][CH2:11][CH2:10][CH2:9][C:8]=3[N:7]=[C:6]([NH2:14])[C:5]=2[N:15]=1, predict the reactants needed to synthesize it. The reactants are: [CH3:1][C:2]1[N:3]([CH2:16][CH2:17][O:18][CH2:19][C:20]#[CH:21])[C:4]2[C:13]3[CH2:12][CH2:11][CH2:10][CH2:9][C:8]=3[N:7]=[C:6]([NH2:14])[C:5]=2[N:15]=1.I[C:23]1[CH:28]=[CH:27][CH:26]=[CH:25][CH:24]=1. (6) Given the product [CH2:23]([O:25][C:26](=[O:31])[CH2:27][C:7]1[S:8][C:4]2[CH:3]=[C:2]([Br:1])[CH:11]=[CH:10][C:5]=2[N:6]=1)[CH3:24].[CH2:23]([O:25][C:26]([C:27]1[S:22][C:16]2[CH:17]=[C:18]([Br:21])[CH:19]=[CH:20][C:15]=2[NH:14][C:28]=1[OH:29])=[O:31])[CH3:24], predict the reactants needed to synthesize it. The reactants are: [Br:1][C:2]1[CH:11]=[CH:10][C:5]2[N:6]=[CH:7][S:8](=O)[C:4]=2[CH:3]=1.[OH-].[Na+].[NH2:14][C:15]1[CH:20]=[CH:19][C:18]([Br:21])=[CH:17][C:16]=1[SH:22].[CH2:23]([O:25][C:26](=[O:31])[CH2:27][C:28](Cl)=[O:29])[CH3:24].